From a dataset of Retrosynthesis with 50K atom-mapped reactions and 10 reaction types from USPTO. Predict the reactants needed to synthesize the given product. (1) The reactants are: O=C1CCCc2nc3ccccc3c(NCCCC(c3ccc(F)cc3)c3ccc(F)cc3)c21. Given the product OC1CCCc2nc3ccccc3c(NCCCC(c3ccc(F)cc3)c3ccc(F)cc3)c21, predict the reactants needed to synthesize it. (2) Given the product C[C@H]1CN(C(=O)COc2ccc(Cl)cc2)C[C@@H](C)N1Cc1ccc(F)cc1, predict the reactants needed to synthesize it. The reactants are: C[C@H]1CN(C(=O)COc2ccc(Cl)cc2)C[C@@H](C)N1.Fc1ccc(CBr)cc1.